Dataset: Catalyst prediction with 721,799 reactions and 888 catalyst types from USPTO. Task: Predict which catalyst facilitates the given reaction. (1) Reactant: [Cl:1][C:2]1[CH:22]=[C:21]([Cl:23])[CH:20]=[CH:19][C:3]=1[CH2:4][NH:5][C:6]([C:8]1[C:9]([O:16][CH2:17][CH3:18])=[N:10][N:11]([CH2:13][CH2:14][OH:15])[CH:12]=1)=[O:7].O[C:25]1[CH:30]=[CH:29][CH:28]=[CH:27][C:26]=1[CH2:31][C:32]([O:34]C)=[O:33].C(P(CCCC)CCCC)CCC.N(C(N1CCCCC1)=O)=NC(N1CCCCC1)=O. Product: [Cl:1][C:2]1[CH:22]=[C:21]([Cl:23])[CH:20]=[CH:19][C:3]=1[CH2:4][NH:5][C:6]([C:8]1[C:9]([O:16][CH2:17][CH3:18])=[N:10][N:11]([CH2:13][CH2:14][O:15][C:25]2[CH:30]=[CH:29][CH:28]=[CH:27][C:26]=2[CH2:31][C:32]([OH:34])=[O:33])[CH:12]=1)=[O:7]. The catalyst class is: 7. (2) Reactant: [CH3:1][C:2]([C:4]1[CH:9]=[CH:8][CH:7]=[C:6]([Br:10])[CH:5]=1)=[O:3].[CH2:11](O)[CH2:12][OH:13].O.C1(C)C=CC(S(O)(=O)=O)=CC=1.O. Product: [Br:10][C:6]1[CH:5]=[C:4]([C:2]2([CH3:1])[O:13][CH2:12][CH2:11][O:3]2)[CH:9]=[CH:8][CH:7]=1. The catalyst class is: 11. (3) The catalyst class is: 1. Reactant: [H-].[H-].[H-].[H-].[Li+].[Al+3].C[O:8][C:9]([C:11]1[CH:12]=[CH:13][CH:14]=[C:15]2[C:20]=1[CH2:19][N:18]([CH2:21][CH:22]1[O:27][C:26]3[CH:28]=[CH:29][CH:30]=[CH:31][C:25]=3[O:24][CH2:23]1)[CH2:17][CH2:16]2)=O.O. Product: [O:27]1[C:26]2[CH:28]=[CH:29][CH:30]=[CH:31][C:25]=2[O:24][CH2:23][CH:22]1[CH2:21][N:18]1[CH2:17][CH2:16][C:15]2[C:20](=[C:11]([CH2:9][OH:8])[CH:12]=[CH:13][CH:14]=2)[CH2:19]1. (4) Reactant: [C:1](=[O:44])([O:3][CH2:4][CH2:5][O:6][C@@H:7]([C:37]1[CH:42]=[CH:41][CH:40]=[C:39]([Cl:43])[CH:38]=1)[C@@H:8]1[CH2:13][CH2:12][CH2:11][N:10]([C:14](=[O:36])[NH:15][C@H:16]([CH2:24][NH:25][CH2:26]C(OCC[Si](C)(C)C)=O)[CH2:17][CH:18]2[CH2:23][CH2:22][CH2:21][CH2:20][CH2:19]2)[CH2:9]1)[NH2:2].[F:45][C:46]([F:51])([F:50])[C:47]([OH:49])=[O:48]. Product: [C:1](=[O:44])([O:3][CH2:4][CH2:5][O:6][C@@H:7]([C:37]1[CH:42]=[CH:41][CH:40]=[C:39]([Cl:43])[CH:38]=1)[C@@H:8]1[CH2:13][CH2:12][CH2:11][N:10]([C:14](=[O:36])[NH:15][C@H:16]([CH2:24][NH:25][CH3:26])[CH2:17][CH:18]2[CH2:23][CH2:22][CH2:21][CH2:20][CH2:19]2)[CH2:9]1)[NH2:2].[C:47]([OH:49])([C:46]([F:51])([F:50])[F:45])=[O:48]. The catalyst class is: 2. (5) Reactant: [Cl:1][C:2]1[CH:3]=[C:4]([NH:9][C:10]2[N:15]=[C:14](Cl)[N:13]=[C:12]([Cl:17])[N:11]=2)[CH:5]=[CH:6][C:7]=1[F:8].[CH3:18][S:19]([N:22]1[CH2:26][CH2:25][CH:24]([NH2:27])[CH2:23]1)(=[O:21])=[O:20].C(#N)C. Product: [Cl:17][C:12]1[N:11]=[C:10]([NH:9][C:4]2[CH:5]=[CH:6][C:7]([F:8])=[C:2]([Cl:1])[CH:3]=2)[N:15]=[C:14]([NH:27][CH:24]2[CH2:25][CH2:26][N:22]([S:19]([CH3:18])(=[O:21])=[O:20])[CH2:23]2)[N:13]=1. The catalyst class is: 6. (6) Reactant: [NH2:1][C:2]1[C:7]([NH2:8])=[CH:6][C:5](Br)=[CH:4][N:3]=1.[Na+].[CH3:11][S:12]([O-:14])=[O:13].N[C@@H]1CCCC[C@H]1N. Product: [CH3:11][S:12]([C:5]1[CH:6]=[C:7]([NH2:8])[C:2]([NH2:1])=[N:3][CH:4]=1)(=[O:14])=[O:13]. The catalyst class is: 16.